Dataset: Reaction yield outcomes from USPTO patents with 853,638 reactions. Task: Predict the reaction yield, written as a fraction of the theoretical maximum amount of product (1.0 means a 100% yield; for example, 0.34 means a 34% yield). (1) The reactants are [NH2:1][C:2]1[N:3]=[N:4][N:5]([CH2:7][CH2:8][CH2:9][CH2:10][N:11]2[CH:15]=[C:14]([C:16]([NH:18][CH2:19][C:20]3[CH:25]=[CH:24][CH:23]=[C:22]([O:26][C:27]([F:30])([F:29])[F:28])[CH:21]=3)=[O:17])[N:13]=[N:12]2)[CH:6]=1.[Cl:31][CH2:32][C:33](Cl)=[O:34].CCN(C(C)C)C(C)C.O. The catalyst is CN(C=O)C. The product is [Cl:31][CH2:32][C:33]([NH:1][C:2]1[N:3]=[N:4][N:5]([CH2:7][CH2:8][CH2:9][CH2:10][N:11]2[CH:15]=[C:14]([C:16]([NH:18][CH2:19][C:20]3[CH:25]=[CH:24][CH:23]=[C:22]([O:26][C:27]([F:29])([F:28])[F:30])[CH:21]=3)=[O:17])[N:13]=[N:12]2)[CH:6]=1)=[O:34]. The yield is 0.630. (2) The reactants are Br[C:2]1[CH:7]=[CH:6][N:5]2[N:8]=[C:9]([N:11]3[CH2:16][CH2:15][O:14][CH2:13][CH2:12]3)[N:10]=[C:4]2[CH:3]=1.[C:17](=[O:24])([O:19][C:20]([CH3:23])([CH3:22])[CH3:21])[NH2:18].C(=O)([O-])[O-].[Cs+].[Cs+]. The catalyst is O1CCOCC1.C1C=CC(/C=C/C(/C=C/C2C=CC=CC=2)=O)=CC=1.C1C=CC(/C=C/C(/C=C/C2C=CC=CC=2)=O)=CC=1.C1C=CC(/C=C/C(/C=C/C2C=CC=CC=2)=O)=CC=1.[Pd].[Pd].C1(P(C2C=CC=CC=2)C2C3OC4C(=CC=CC=4P(C4C=CC=CC=4)C4C=CC=CC=4)C(C)(C)C=3C=CC=2)C=CC=CC=1. The product is [O:14]1[CH2:15][CH2:16][N:11]([C:9]2[N:10]=[C:4]3[CH:3]=[C:2]([NH:18][C:17](=[O:24])[O:19][C:20]([CH3:23])([CH3:22])[CH3:21])[CH:7]=[CH:6][N:5]3[N:8]=2)[CH2:12][CH2:13]1. The yield is 1.01. (3) The reactants are [F:1][C:2]1[CH:3]=[C:4]2[C:9](=[CH:10][CH:11]=1)[N:8]=[C:7]([C:12]1[CH:17]=[CH:16][CH:15]=[CH:14][C:13]=1[OH:18])[N:6]=[C:5]2[N:19]1[CH2:24][CH2:23][N:22]([C:25](=[O:32])[C@H:26]([OH:31])[CH2:27][CH:28]([CH3:30])[CH3:29])[CH2:21][CH2:20]1.CCOCC.[ClH:38]. The catalyst is C(Cl)Cl. The product is [ClH:38].[F:1][C:2]1[CH:3]=[C:4]2[C:9](=[CH:10][CH:11]=1)[N:8]=[C:7]([C:12]1[CH:17]=[CH:16][CH:15]=[CH:14][C:13]=1[OH:18])[N:6]=[C:5]2[N:19]1[CH2:24][CH2:23][N:22]([C:25](=[O:32])[C@H:26]([OH:31])[CH2:27][CH:28]([CH3:29])[CH3:30])[CH2:21][CH2:20]1. The yield is 0.920. (4) The reactants are [CH2:1]([O:8][C:9]1[CH:16]=[CH:15][C:12]([CH:13]=O)=[CH:11][CH:10]=1)[C:2]1[CH:7]=[CH:6][CH:5]=[CH:4][CH:3]=1.[CH2:17]([NH2:25])[CH2:18][C:19]1[CH:24]=[CH:23][CH:22]=[CH:21][CH:20]=1.O. The catalyst is C1(C)C=CC=CC=1. The product is [CH2:1]([O:8][C:9]1[CH:16]=[CH:15][C:12]([CH:13]=[N:25][CH2:17][CH2:18][C:19]2[CH:24]=[CH:23][CH:22]=[CH:21][CH:20]=2)=[CH:11][CH:10]=1)[C:2]1[CH:7]=[CH:6][CH:5]=[CH:4][CH:3]=1. The yield is 1.00.